This data is from Experimentally validated miRNA-target interactions with 360,000+ pairs, plus equal number of negative samples. The task is: Binary Classification. Given a miRNA mature sequence and a target amino acid sequence, predict their likelihood of interaction. The miRNA is mmu-miR-1948-3p with sequence UUUAGGCAGAGCACUCGUACAG. The protein sequence of the target gene is MDDDDDSCLLDLIGDPQALNYFLHGPSNKSSNDDLTNAGYSAANSNSIFANSSNADPKSSLKGVSNQLGEGPSDGLPLSSSLQFLEDELESSPLPDLTEDQPFDILQKSLQEANITEQTLAEEAYLDASIGSSQQFAQAQLHPSSSASFTQASNVSNYSGQTLQPIGVTHVPVGASFASNTVGVQHGFMQHVGISVPSQHLSNSSQISGSGQIQLIGSFGNHPSMMTINNLDGSQIILKGSGQQAPSNVSGGLLVHRQTPNGNSLFGNSSSSPVAQPVTVPFNSTNFQTSLPVHNIIIQR.... Result: 0 (no interaction).